Dataset: Forward reaction prediction with 1.9M reactions from USPTO patents (1976-2016). Task: Predict the product of the given reaction. (1) The product is: [F:1][C:2]1([F:35])[CH2:8][N:7]([CH2:9][CH2:10][C:11]2[CH:16]=[CH:15][CH:14]=[CH:13][CH:12]=2)[C:6]2[N:17]=[C:18]([NH:21][C:22]3[CH:30]=[CH:29][C:25]([C:26]([NH:38][CH3:36])=[O:28])=[CH:24][C:23]=3[O:31][CH3:32])[N:19]=[CH:20][C:5]=2[N:4]([CH3:33])[C:3]1=[O:34]. Given the reactants [F:1][C:2]1([F:35])[CH2:8][N:7]([CH2:9][CH2:10][C:11]2[CH:16]=[CH:15][CH:14]=[CH:13][CH:12]=2)[C:6]2[N:17]=[C:18]([NH:21][C:22]3[CH:30]=[CH:29][C:25]([C:26]([OH:28])=O)=[CH:24][C:23]=3[O:31][CH3:32])[N:19]=[CH:20][C:5]=2[N:4]([CH3:33])[C:3]1=[O:34].[CH2:36]([N:38](C(C)C)C(C)C)C.Cl.CN, predict the reaction product. (2) Given the reactants [CH3:1][O:2][C:3]1[CH:11]=[CH:10][C:6]([C:7]([OH:9])=[O:8])=[C:5]([NH:12][CH2:13][C:14]2[CH:19]=[CH:18][C:17]([C:20]([F:23])([F:22])[F:21])=[CH:16][CH:15]=2)[N:4]=1.[C:24](=O)([O-])[O-:25].[Na+].[Na+].C(Cl)(Cl)=O, predict the reaction product. The product is: [CH3:1][O:2][C:3]1[CH:11]=[CH:10][C:6]2[C:7](=[O:9])[O:8][C:24](=[O:25])[N:12]([CH2:13][C:14]3[CH:19]=[CH:18][C:17]([C:20]([F:23])([F:21])[F:22])=[CH:16][CH:15]=3)[C:5]=2[N:4]=1.